Dataset: Catalyst prediction with 721,799 reactions and 888 catalyst types from USPTO. Task: Predict which catalyst facilitates the given reaction. (1) Reactant: [NH2:1][C:2]1[N:7]=[CH:6][N:5]=[C:4]2[N:8]([C@H:18]3[CH2:22][CH2:21][N:20]([C:23](OC(C)(C)C)=[O:24])[CH2:19]3)[N:9]=[C:10]([C:11]3[CH:16]=[CH:15][C:14]([NH2:17])=[CH:13][CH:12]=3)[C:3]=12.[F:30][C:31]([F:42])([F:41])[C:32]1[CH:33]=[C:34]([N:38]=[C:39]=[O:40])[CH:35]=[CH:36][CH:37]=1.C(O)=O.Cl. Product: [NH2:1][C:2]1[N:7]=[CH:6][N:5]=[C:4]2[N:8]([C@H:18]3[CH2:22][CH2:21][N:20]([C:23]([NH:38][C:34]4[CH:35]=[CH:36][CH:37]=[C:32]([C:31]([F:30])([F:41])[F:42])[CH:33]=4)=[O:24])[CH2:19]3)[N:9]=[C:10]([C:11]3[CH:16]=[CH:15][C:14]([NH:17][C:39]([NH:38][C:34]4[CH:35]=[CH:36][CH:37]=[C:32]([C:31]([F:41])([F:42])[F:30])[CH:33]=4)=[O:40])=[CH:13][CH:12]=3)[C:3]=12. The catalyst class is: 2. (2) Reactant: [Na+].[I-:2].C(Cl)(=O)C.[CH3:7][O:8][C:9](=[O:18])[C:10]1[C:15]([Cl:16])=[CH:14][N:13]=[C:12](Cl)[CH:11]=1. Product: [CH3:7][O:8][C:9](=[O:18])[C:10]1[C:15]([Cl:16])=[CH:14][N:13]=[C:12]([I:2])[CH:11]=1. The catalyst class is: 23. (3) Reactant: [NH2:1][C:2]1[CH:3]=[C:4]([C:8]2[CH:16]=[CH:15][C:11]([C:12]([NH2:14])=[O:13])=[C:10]([C:17]3[CH:22]=[CH:21][C:20]([O:23][C:24]4[CH:29]=[CH:28][CH:27]=[CH:26][CH:25]=4)=[CH:19][CH:18]=3)[N:9]=2)[CH:5]=[CH:6][CH:7]=1.[C:30](Cl)(=[O:33])[CH:31]=[CH2:32]. Product: [C:30]([NH:1][C:2]1[CH:3]=[C:4]([C:8]2[CH:16]=[CH:15][C:11]([C:12]([NH2:14])=[O:13])=[C:10]([C:17]3[CH:22]=[CH:21][C:20]([O:23][C:24]4[CH:29]=[CH:28][CH:27]=[CH:26][CH:25]=4)=[CH:19][CH:18]=3)[N:9]=2)[CH:5]=[CH:6][CH:7]=1)(=[O:33])[CH:31]=[CH2:32]. The catalyst class is: 2. (4) Reactant: Br[C:2]1[N:10]([CH2:11][C:12]2[CH:17]=[CH:16][CH:15]=[CH:14][C:13]=2[CH3:18])[C:9]2[C:8](=[O:19])[NH:7][C:6](=[O:20])[N:5]([CH3:21])[C:4]=2[N:3]=1.[NH:22]1[CH2:28][CH2:27][CH2:26][CH2:25][CH:24]([NH2:29])[CH2:23]1.C(N(CC)CC)C.O. The catalyst class is: 633. Product: [NH2:29][CH:24]1[CH2:25][CH2:26][CH2:27][CH2:28][N:22]([C:2]2[N:10]([CH2:11][C:12]3[CH:17]=[CH:16][CH:15]=[CH:14][C:13]=3[CH3:18])[C:9]3[C:8](=[O:19])[NH:7][C:6](=[O:20])[N:5]([CH3:21])[C:4]=3[N:3]=2)[CH2:23]1. (5) The catalyst class is: 136. Reactant: [F:1][C:2]1[CH:7]=[C:6]([N:8]([CH2:15][C:16]2[C:25]([CH3:26])=[C:24]3[C:19]([CH2:20][CH2:21][CH2:22][NH:23]3)=[CH:18][CH:17]=2)C(=O)C(F)(F)F)[CH:5]=[CH:4][C:3]=1[CH2:27][CH2:28][C:29]([O:31]CC)=[O:30].[ClH:34].[Cl:35][CH2:36][CH2:37][N:38]1[CH2:43][CH2:42][O:41][CH2:40][CH2:39]1.P([O-])([O-])([O-])=O.[K+].[K+].[K+].[I-].[K+]. Product: [ClH:35].[ClH:34].[ClH:35].[F:1][C:2]1[CH:7]=[C:6]([NH:8][CH2:15][C:16]2[C:25]([CH3:26])=[C:24]3[C:19]([CH2:20][CH2:21][CH2:22][N:23]3[CH2:36][CH2:37][N:38]3[CH2:43][CH2:42][O:41][CH2:40][CH2:39]3)=[CH:18][CH:17]=2)[CH:5]=[CH:4][C:3]=1[CH2:27][CH2:28][C:29]([OH:31])=[O:30].